This data is from Full USPTO retrosynthesis dataset with 1.9M reactions from patents (1976-2016). The task is: Predict the reactants needed to synthesize the given product. (1) Given the product [Cl:19][C:17]1[CH:16]=[C:13]([CH:12]=[C:11]([O:10][C:5]2[C:6]([Cl:9])=[CH:7][CH:8]=[C:3]([CH2:2][NH:22][CH3:21])[C:4]=2[F:20])[CH:18]=1)[C:14]#[N:15], predict the reactants needed to synthesize it. The reactants are: Br[CH2:2][C:3]1[C:4]([F:20])=[C:5]([O:10][C:11]2[CH:12]=[C:13]([CH:16]=[C:17]([Cl:19])[CH:18]=2)[C:14]#[N:15])[C:6]([Cl:9])=[CH:7][CH:8]=1.[CH3:21][NH2:22].C(OCC)(=O)C.C([O-])(O)=O.[Na+]. (2) Given the product [F:23][C:11]1[CH:12]=[CH:13][CH:14]=[C:15]2[C:10]=1[N:9]=[C:8]([C:4]1[CH:5]=[CH:6][CH:7]=[C:2]([C:33]#[C:32][C@:30]([OH:34])([C:28]3[O:29][C:25]([CH3:24])=[CH:26][N:27]=3)[CH3:31])[CH:3]=1)[N:17]=[C:16]2[C:18]([O:20][CH2:21][CH3:22])=[O:19], predict the reactants needed to synthesize it. The reactants are: Br[C:2]1[CH:3]=[C:4]([C:8]2[N:17]=[C:16]([C:18]([O:20][CH2:21][CH3:22])=[O:19])[C:15]3[C:10](=[C:11]([F:23])[CH:12]=[CH:13][CH:14]=3)[N:9]=2)[CH:5]=[CH:6][CH:7]=1.[CH3:24][C:25]1[O:29][C:28]([C@@:30]([OH:34])([C:32]#[CH:33])[CH3:31])=[N:27][CH:26]=1. (3) Given the product [ClH:28].[C:22]1([S:21][CH2:20][CH:17]2[CH2:16][CH2:15][NH:14][CH2:19][CH2:18]2)[CH:23]=[CH:24][CH:25]=[CH:26][CH:27]=1, predict the reactants needed to synthesize it. The reactants are: C(OCC)(=O)C.C(OC([N:14]1[CH2:19][CH2:18][CH:17]([CH2:20][S:21][C:22]2[CH:27]=[CH:26][CH:25]=[CH:24][CH:23]=2)[CH2:16][CH2:15]1)=O)(C)(C)C.[ClH:28]. (4) Given the product [F:2][C:3]1([F:8])[CH2:7][CH2:6][N:5]([S:21]([CH:20]=[CH2:19])(=[O:23])=[O:22])[CH2:4]1, predict the reactants needed to synthesize it. The reactants are: Cl.[F:2][C:3]1([F:8])[CH2:7][CH2:6][NH:5][CH2:4]1.CCN(C(C)C)C(C)C.Cl[CH2:19][CH2:20][S:21](Cl)(=[O:23])=[O:22]. (5) Given the product [CH2:9]([NH:8][C:5]1[CH:4]=[CH:3][C:2]([C:14]#[C:13][Si:12]([CH3:16])([CH3:15])[CH3:11])=[CH:7][N:6]=1)[CH3:10], predict the reactants needed to synthesize it. The reactants are: Br[C:2]1[CH:3]=[CH:4][C:5]([NH:8][CH2:9][CH3:10])=[N:6][CH:7]=1.[CH3:11][Si:12]([CH3:16])([CH3:15])[C:13]#[CH:14].C1(P(C2C=CC=CC=2)C2C=CC=CC=2)C=CC=CC=1.C(N(CC)CC)C. (6) Given the product [NH2:1][CH:2]1[N:6]([Br:11])[C:5]([C:7]([CH3:10])([CH3:9])[CH3:8])=[CH:4][S:3]1, predict the reactants needed to synthesize it. The reactants are: [NH2:1][C:2]1[S:3][CH:4]=[C:5]([C:7]([CH3:10])([CH3:9])[CH3:8])[N:6]=1.[Br:11]N1C(=O)CCC1=O.CCCCCC. (7) Given the product [ClH:18].[CH3:1][O:2][C:3]1[CH:9]=[CH:8][C:6]([NH:7][NH2:14])=[C:5]([C:10]([F:11])([F:12])[F:13])[CH:4]=1, predict the reactants needed to synthesize it. The reactants are: [CH3:1][O:2][C:3]1[CH:9]=[CH:8][C:6]([NH2:7])=[C:5]([C:10]([F:13])([F:12])[F:11])[CH:4]=1.[N:14]([O-])=O.[Na+].[Cl:18][Sn]Cl.Cl.C(O)(C(F)(F)F)=O. (8) Given the product [Cl:1][C:2]1[CH:3]=[C:4]2[C:8](=[CH:9][CH:10]=1)[NH:7][CH:6]=[C:5]2[CH2:11][CH2:12][NH:13][C:14](=[O:23])[C:15]1[CH:20]=[CH:19][C:18]([CH2:21][C:29]2[CH:28]=[CH:27][CH:26]=[C:25]([F:24])[C:30]=2[F:31])=[CH:17][CH:16]=1, predict the reactants needed to synthesize it. The reactants are: [Cl:1][C:2]1[CH:3]=[C:4]2[C:8](=[CH:9][CH:10]=1)[NH:7][CH:6]=[C:5]2[CH2:11][CH2:12][NH:13][C:14](=[O:23])[C:15]1[CH:20]=[CH:19][C:18]([CH2:21]Cl)=[CH:17][CH:16]=1.[F:24][C:25]1[C:30]([F:31])=[CH:29][CH:28]=[CH:27][C:26]=1B(O)O.ClCCl.C(=O)([O-])[O-].[Na+].[Na+].[I-].[Na+].